This data is from Forward reaction prediction with 1.9M reactions from USPTO patents (1976-2016). The task is: Predict the product of the given reaction. (1) The product is: [CH3:13][O:12][C:10]([C:2]1[N:1]([CH3:16])[C:9]2[C:4](=[N:5][CH:6]=[CH:7][CH:8]=2)[CH:3]=1)=[O:11]. Given the reactants [NH:1]1[C:9]2[C:4](=[N:5][CH:6]=[CH:7][CH:8]=2)[CH:3]=[C:2]1[C:10]([O:12][CH3:13])=[O:11].[H-].[Na+].[CH3:16]I, predict the reaction product. (2) Given the reactants Cl[C:2]1[N:10]=[C:9]([CH3:11])[CH:8]=[CH:7][C:3]=1[C:4]([OH:6])=[O:5].C(=O)([O-])[O-].[K+].[K+].[CH3:18][C:19]([CH3:24])([CH3:23])[CH2:20][CH2:21][NH2:22].[CH2:25](O)[CH3:26], predict the reaction product. The product is: [CH3:18][C:19]([CH3:24])([CH3:23])[CH2:20][CH2:21][NH:22][C:2]1[C:3]([C:4]([O:6][CH2:25][CH3:26])=[O:5])=[CH:7][CH:8]=[C:9]([CH3:11])[N:10]=1.